This data is from Retrosynthesis with 50K atom-mapped reactions and 10 reaction types from USPTO. The task is: Predict the reactants needed to synthesize the given product. (1) The reactants are: N#Cc1cc(C(F)(F)F)ccc1N1CCNCC1.O=C(Cl)c1cc([N+](=O)[O-])ccc1N1CCOCC1. Given the product N#Cc1cc(C(F)(F)F)ccc1N1CCN(C(=O)c2cc([N+](=O)[O-])ccc2N2CCOCC2)CC1, predict the reactants needed to synthesize it. (2) Given the product CC(=O)NCC(C)(C)S(=O)(=O)c1ccc2c(c1)nc(CC(C)(C)C)n2CC1CC1, predict the reactants needed to synthesize it. The reactants are: CC(=O)Cl.CC(C)(C)Cc1nc2cc(S(=O)(=O)C(C)(C)CN)ccc2n1CC1CC1.